This data is from Full USPTO retrosynthesis dataset with 1.9M reactions from patents (1976-2016). The task is: Predict the reactants needed to synthesize the given product. (1) Given the product [O:25]=[C:9]1[C:10]2([CH2:17][CH2:16][N:15]([C:18]([O:20][C:21]([CH3:24])([CH3:23])[CH3:22])=[O:19])[CH2:14][CH2:13]2)[CH2:11][CH2:12][N:8]1[C:3]1[CH2:4][O:5][C:6](=[O:7])[C:2]=1[CH:27]=[CH2:28], predict the reactants needed to synthesize it. The reactants are: Br[C:2]1[C:6](=[O:7])[O:5][CH2:4][C:3]=1[N:8]1[CH2:12][CH2:11][C:10]2([CH2:17][CH2:16][N:15]([C:18]([O:20][C:21]([CH3:24])([CH3:23])[CH3:22])=[O:19])[CH2:14][CH2:13]2)[C:9]1=[O:25].[B-](F)(F)(F)[CH:27]=[CH2:28].[K+].[O-]P([O-])([O-])=O.[K+].[K+].[K+]. (2) Given the product [NH2:6][CH2:5][C:4]([CH:22]1[CH2:24][CH2:23]1)([CH:1]1[CH2:3][CH2:2]1)[OH:21], predict the reactants needed to synthesize it. The reactants are: [CH:1]1([C:4]([CH:22]2[CH2:24][CH2:23]2)([OH:21])[CH2:5][N:6](CC2C=CC=CC=2)CC2C=CC=CC=2)[CH2:3][CH2:2]1.[H][H]. (3) Given the product [NH2:1][C:2]1[N:6]([CH:7]2[CH2:12][CH2:11][NH:9][CH2:8]2)[N:5]=[C:4]([C:13]2[CH:18]=[CH:17][C:16]([O:19][C:20]3[CH:21]=[CH:22][CH:23]=[CH:24][CH:25]=3)=[CH:15][CH:14]=2)[C:3]=1[C:26]([NH2:28])=[O:27], predict the reactants needed to synthesize it. The reactants are: [NH2:1][C:2]1[N:6]([CH:7]2[CH2:12][CH2:11]C[NH:9][CH2:8]2)[N:5]=[C:4]([C:13]2[CH:18]=[CH:17][C:16]([O:19][C:20]3[CH:25]=[CH:24][CH:23]=[CH:22][CH:21]=3)=[CH:15][CH:14]=2)[C:3]=1[C:26]([NH2:28])=[O:27].O(C1C=CC(C(OC)=C(C#N)C#N)=CC=1)C1C=CC=CC=1.N(C1CCN(C(OCC2C=CC=CC=2)=O)C1)N. (4) Given the product [F:41][C:38]1([F:40])[O:37][C:36]2[CH:42]=[CH:43][C:33]([C:30]3([C:28]([NH:27][C:25]4[CH:24]=[CH:23][C:22]([CH3:44])=[C:21]([C:7]5[CH:8]=[CH:9][N:4]([CH2:3][CH2:2][OH:1])[C:5](=[O:19])[CH:6]=5)[N:26]=4)=[O:29])[CH2:32][CH2:31]3)=[CH:34][C:35]=2[O:39]1, predict the reactants needed to synthesize it. The reactants are: [OH:1][CH2:2][CH2:3][N:4]1[CH:9]=[CH:8][C:7](B2OC(C)(C)C(C)(C)O2)=[CH:6][C:5]1=[O:19].Cl[C:21]1[N:26]=[C:25]([NH:27][C:28]([C:30]2([C:33]3[CH:43]=[CH:42][C:36]4[O:37][C:38]([F:41])([F:40])[O:39][C:35]=4[CH:34]=3)[CH2:32][CH2:31]2)=[O:29])[CH:24]=[CH:23][C:22]=1[CH3:44]. (5) Given the product [Cl:16][C:4]1[CH:5]=[C:6]2[C:10](=[C:2]([C:22]3[CH:23]=[CH:24][C:19]([C:17]#[N:18])=[CH:20][CH:21]=3)[CH:3]=1)[N:9]([CH3:11])[C:8]([C:12]([NH2:14])=[O:13])=[C:7]2[CH3:15], predict the reactants needed to synthesize it. The reactants are: Br[C:2]1[CH:3]=[C:4]([Cl:16])[CH:5]=[C:6]2[C:10]=1[N:9]([CH3:11])[C:8]([C:12]([NH2:14])=[O:13])=[C:7]2[CH3:15].[C:17]([C:19]1[CH:24]=[CH:23][C:22](B(O)O)=[CH:21][CH:20]=1)#[N:18]. (6) Given the product [F:50][C:47]1[CH:48]=[CH:49][C:44]2[N:45]([CH:51]=[C:42]([C:40]([NH:39][C@H:36]3[CH2:35][CH2:34][C@@H:33]([N:23]4[C:24](=[O:32])[C:25]5[CH:30]=[C:29]([F:31])[CH:28]=[N:27][C:26]=5[N:21]([C:17]5[CH:16]=[C:15]([C:12]6[CH:11]=[CH:10][C:9]([CH2:8][CH2:65][CH2:66][NH:53][CH2:54][CH2:55][CH2:56][OH:57])=[CH:14][CH:13]=6)[CH:20]=[CH:19][CH:18]=5)[C:22]4=[O:52])[CH2:38][CH2:37]3)=[O:41])[N:43]=2)[CH:46]=1, predict the reactants needed to synthesize it. The reactants are: CS(OCC[CH2:8][C:9]1[CH:14]=[CH:13][C:12]([C:15]2[CH:20]=[CH:19][CH:18]=[C:17]([N:21]3[C:26]4[N:27]=[CH:28][C:29]([F:31])=[CH:30][C:25]=4[C:24](=[O:32])[N:23]([C@H:33]4[CH2:38][CH2:37][C@@H:36]([NH:39][C:40]([C:42]5[N:43]=[C:44]6[CH:49]=[CH:48][C:47]([F:50])=[CH:46][N:45]6[CH:51]=5)=[O:41])[CH2:35][CH2:34]4)[C:22]3=[O:52])[CH:16]=2)=[CH:11][CH:10]=1)(=O)=O.[NH2:53][CH2:54][CH2:55][CH2:56][OH:57].C(=O)([O-])[O-].[K+].[K+].O.[C:65](#N)[CH3:66]. (7) Given the product [Cl:1][C:2]1[CH:3]=[CH:4][C:5]([CH:8]([C:32]2[CH:33]=[CH:34][C:35]([Cl:38])=[CH:36][CH:37]=2)[C:9]2[CH:10]=[C:11]3[C:16](=[CH:17][CH:18]=2)[N:15]=[C:14]([O:39][CH2:41][CH2:42][O:43][CH3:44])[N:13]=[C:12]3[NH:20][CH2:21][C:22]2[CH:23]=[CH:24][C:25]([C:28]([F:31])([F:29])[F:30])=[CH:26][CH:27]=2)=[CH:6][CH:7]=1, predict the reactants needed to synthesize it. The reactants are: [Cl:1][C:2]1[CH:7]=[CH:6][C:5]([CH:8]([C:32]2[CH:37]=[CH:36][C:35]([Cl:38])=[CH:34][CH:33]=2)[C:9]2[CH:10]=[C:11]3[C:16](=[CH:17][CH:18]=2)[N:15]=[C:14](Cl)[N:13]=[C:12]3[NH:20][CH2:21][C:22]2[CH:27]=[CH:26][C:25]([C:28]([F:31])([F:30])[F:29])=[CH:24][CH:23]=2)=[CH:4][CH:3]=1.[O:39]([CH2:41][CH2:42][O:43][CH3:44])[Na]. (8) Given the product [F:1][C:2]1[CH:10]=[C:9]2[C:5]([CH:6]=[N:7][NH:8]2)=[CH:4][C:3]=1[NH:11][C:12]1[C:13]2[C:20]([C:21]([N:25]([CH3:26])[CH3:24])=[O:22])=[CH:19][NH:18][C:14]=2[N:15]=[CH:16][N:17]=1, predict the reactants needed to synthesize it. The reactants are: [F:1][C:2]1[CH:10]=[C:9]2[C:5]([CH:6]=[N:7][NH:8]2)=[CH:4][C:3]=1[NH:11][C:12]1[C:13]2[C:20]([C:21](O)=[O:22])=[CH:19][NH:18][C:14]=2[N:15]=[CH:16][N:17]=1.[CH3:24][NH:25][CH3:26].